Dataset: Forward reaction prediction with 1.9M reactions from USPTO patents (1976-2016). Task: Predict the product of the given reaction. (1) Given the reactants [N:1](=[C:3]1[CH2:8][CH2:7][C@H:6]2[C@H:9]3[C@H:19]([CH2:20][CH2:21][C@:4]12[CH3:5])[C@:17]1([CH3:18])[C:12]([CH2:13][C@@H:14]([OH:22])[CH2:15][CH2:16]1)=[CH:11][CH2:10]3)[OH:2].C1(N=C=NC2CCCCC2)CCCCC1.[N+:38]([C:41]1[CH:49]=[CH:48][C:44]([C:45](O)=[O:46])=[CH:43][CH:42]=1)([O-:40])=[O:39], predict the reaction product. The product is: [N+:38]([C:41]1[CH:42]=[CH:43][C:44]([C:45]([O:22][C@H:14]2[CH2:15][CH2:16][C@@:17]3([CH3:18])[C:12](=[CH:11][CH2:10][C@@H:9]4[C@@H:19]3[CH2:20][CH2:21][C@@:4]3([CH3:5])[C@H:6]4[CH2:7][CH2:8][C:3]3=[N:1][OH:2])[CH2:13]2)=[O:46])=[CH:48][CH:49]=1)([O-:40])=[O:39]. (2) Given the reactants [F:1][C:2]1[C:16]2[N:15]3[CH:17]=[CH:18][CH:19]=[C:14]3[C:8]3([CH2:13][CH2:12][NH:11][CH2:10][CH2:9]3)[O:7][C:6]=2[CH:5]=[CH:4][CH:3]=1.CCN(CC)CC.[F:27][C:28]([F:39])([F:38])[C:29](O[C:29](=[O:30])[C:28]([F:39])([F:38])[F:27])=[O:30], predict the reaction product. The product is: [F:27][C:28]([F:39])([F:38])[C:29]([N:11]1[CH2:12][CH2:13][C:8]2([O:7][C:6]3[CH:5]=[CH:4][CH:3]=[C:2]([F:1])[C:16]=3[N:15]3[CH:17]=[CH:18][CH:19]=[C:14]23)[CH2:9][CH2:10]1)=[O:30]. (3) Given the reactants [C:1]([O:5][C:6]([N:8]1[CH2:13][CH2:12][CH2:11][C@H:10]([CH2:14][NH2:15])[CH2:9]1)=[O:7])([CH3:4])([CH3:3])[CH3:2].C(N(CC)CC)C.[C:23](Cl)(=[O:25])[CH3:24].O, predict the reaction product. The product is: [C:1]([O:5][C:6]([N:8]1[CH2:13][CH2:12][CH2:11][C@H:10]([CH2:14][NH:15][C:23](=[O:25])[CH3:24])[CH2:9]1)=[O:7])([CH3:4])([CH3:3])[CH3:2]. (4) The product is: [CH3:18][O:19][C:20]1[CH:21]=[C:22]2[C:27](=[CH:28][CH:29]=1)[CH2:26][N:25]([C:2]1[N:7]=[C:6]([NH:8][C:9]3[CH:10]=[C:11]4[C:15](=[CH:16][CH:17]=3)[NH:14][N:13]=[CH:12]4)[CH:5]=[CH:4][N:3]=1)[CH2:24][CH2:23]2. Given the reactants Cl[C:2]1[N:7]=[C:6]([NH:8][C:9]2[CH:10]=[C:11]3[C:15](=[CH:16][CH:17]=2)[NH:14][N:13]=[CH:12]3)[CH:5]=[CH:4][N:3]=1.[CH3:18][O:19][C:20]1[CH:21]=[C:22]2[C:27](=[CH:28][CH:29]=1)[CH2:26][NH:25][CH2:24][CH2:23]2.C([O-])([O-])=O.[K+].[K+], predict the reaction product. (5) The product is: [C:1]([O:5][C:6](=[O:20])[N:7]([C@H:8]1[CH2:13][CH2:12][C@H:11]([C:14](=[O:19])[N:15]([O:17][CH3:18])[CH3:16])[CH2:10][CH2:9]1)[CH3:24])([CH3:4])([CH3:2])[CH3:3]. Given the reactants [C:1]([O:5][C:6](=[O:20])[NH:7][C@H:8]1[CH2:13][CH2:12][C@H:11]([C:14](=[O:19])[N:15]([O:17][CH3:18])[CH3:16])[CH2:10][CH2:9]1)([CH3:4])([CH3:3])[CH3:2].[H-].[Na+].I[CH3:24].OS([O-])(=O)=O.[K+], predict the reaction product. (6) Given the reactants [C:1]1([C:25]2[CH:30]=[CH:29][CH:28]=[CH:27][CH:26]=2)[CH:6]=[CH:5][C:4]([CH2:7][C@H:8]([NH:13][C:14]([C:16]2(CC(Cl)=C)[CH2:20][CH2:19][CH2:18][CH2:17]2)=[O:15])[C:9]([NH:11][CH3:12])=[O:10])=[CH:3][CH:2]=1.[O:31]=[O+][O-].C[C:35]([CH3:37])=[O:36], predict the reaction product. The product is: [C:1]1([C:25]2[CH:30]=[CH:29][CH:28]=[CH:27][CH:26]=2)[CH:6]=[CH:5][C:4]([CH2:7][C@H:8]([NH:13][C:14]([C:16]2([CH2:37][C:35]([OH:31])=[O:36])[CH2:20][CH2:19][CH2:18][CH2:17]2)=[O:15])[C:9]([NH:11][CH3:12])=[O:10])=[CH:3][CH:2]=1.